Dataset: Forward reaction prediction with 1.9M reactions from USPTO patents (1976-2016). Task: Predict the product of the given reaction. (1) Given the reactants [Cl:1][C:2]1[CH:3]=[CH:4][C:5](I)=[N:6][CH:7]=1.Br[C:10]([F:17])([F:16])[C:11]([O:13][CH2:14][CH3:15])=[O:12].O.O.O.P([O-])([O-])(O)=O.[K+].[K+], predict the reaction product. The product is: [Cl:1][C:2]1[CH:3]=[CH:4][C:5]([C:10]([F:17])([F:16])[C:11]([O:13][CH2:14][CH3:15])=[O:12])=[N:6][CH:7]=1. (2) Given the reactants [F:1][C:2]1[CH:28]=[C:27]([F:29])[CH:26]=[CH:25][C:3]=1[O:4][C:5]1[CH:10]=[CH:9][C:8]([NH:11][S:12]([CH3:15])(=[O:14])=[O:13])=[CH:7][C:6]=1[C:16]1[CH:21]=[C:20]([CH3:22])[C:19](=[O:23])[N:18]([CH3:24])[CH:17]=1.[H-].[Na+].[CH3:32]I, predict the reaction product. The product is: [F:1][C:2]1[CH:28]=[C:27]([F:29])[CH:26]=[CH:25][C:3]=1[O:4][C:5]1[CH:10]=[CH:9][C:8]([N:11]([CH3:32])[S:12]([CH3:15])(=[O:13])=[O:14])=[CH:7][C:6]=1[C:16]1[CH:21]=[C:20]([CH3:22])[C:19](=[O:23])[N:18]([CH3:24])[CH:17]=1. (3) Given the reactants [N:1]1([C@H:10]2[CH2:13][C@H:12]([NH2:14])[CH2:11]2)[C:5]2=[N:6][CH:7]=[CH:8][CH:9]=[C:4]2[CH:3]=[CH:2]1.C(N(CC)C(C)C)(C)C.Cl[C:25]1[S:26][C:27]2[CH:33]=[CH:32][CH:31]=[CH:30][C:28]=2[N:29]=1, predict the reaction product. The product is: [N:1]1([C@H:10]2[CH2:11][C@H:12]([NH:14][C:25]3[S:26][C:27]4[CH:33]=[CH:32][CH:31]=[CH:30][C:28]=4[N:29]=3)[CH2:13]2)[C:5]2=[N:6][CH:7]=[CH:8][CH:9]=[C:4]2[CH:3]=[CH:2]1. (4) Given the reactants [Cr](Cl)([O-])(=O)=O.[NH+]1C=CC=CC=1.S([O-])([O-])(=O)=O.[Mg+2].[CH3:18][C:19]1[O:23][N:22]=[C:21]([C:24]2[CH:29]=[CH:28][CH:27]=[CH:26][CH:25]=2)[C:20]=1[CH2:30][OH:31], predict the reaction product. The product is: [CH3:18][C:19]1[O:23][N:22]=[C:21]([C:24]2[CH:29]=[CH:28][CH:27]=[CH:26][CH:25]=2)[C:20]=1[CH:30]=[O:31]. (5) Given the reactants [NH2:1][C@@H:2]1[CH2:7][CH2:6][CH2:5][N:4](C(OC(C)(C)C)=O)[CH2:3]1.[CH3:15][C:16]1[CH:17]=[C:18]2[C:22](=[C:23]([CH3:25])[CH:24]=1)[NH:21][C:20]([C:26](O)=[O:27])=[CH:19]2.N, predict the reaction product. The product is: [CH3:15][C:16]1[CH:17]=[C:18]2[C:22](=[C:23]([CH3:25])[CH:24]=1)[NH:21][C:20]([C:26]([NH:1][C@@H:2]1[CH2:7][CH2:6][CH2:5][NH:4][CH2:3]1)=[O:27])=[CH:19]2. (6) Given the reactants CC(C)([O-])C.[K+].[CH:7]([C:10]1[N:14]=[C:13]([N:15]2[CH2:20][CH2:19][CH:18]([OH:21])[CH2:17][CH2:16]2)[O:12][N:11]=1)([CH3:9])[CH3:8].[Cl:22][C:23]1[C:28]([CH3:29])=[C:27](Cl)[N:26]=[CH:25][N:24]=1, predict the reaction product. The product is: [Cl:22][C:23]1[N:24]=[CH:25][N:26]=[C:27]([O:21][CH:18]2[CH2:17][CH2:16][N:15]([C:13]3[O:12][N:11]=[C:10]([CH:7]([CH3:9])[CH3:8])[N:14]=3)[CH2:20][CH2:19]2)[C:28]=1[CH3:29]. (7) Given the reactants [CH2:1]([NH:8][C:9]([NH:11][C:12]1[CH:42]=[CH:41][C:15]([CH2:16][NH:17][C:18](=[O:40])[CH2:19][N:20]2[CH2:26][CH2:25][CH:24]([CH2:27][C:28]([O:30]C(C)(C)C)=[O:29])[C:23]3[CH:35]=[CH:36][CH:37]=[CH:38][C:22]=3[C:21]2=[O:39])=[CH:14][CH:13]=1)=[O:10])[C:2]1[CH:7]=[CH:6][CH:5]=[CH:4][CH:3]=1, predict the reaction product. The product is: [CH2:1]([NH:8][C:9]([NH:11][C:12]1[CH:13]=[CH:14][C:15]([CH2:16][NH:17][C:18](=[O:40])[CH2:19][N:20]2[CH2:26][CH2:25][CH:24]([CH2:27][C:28]([OH:30])=[O:29])[C:23]3[CH:35]=[CH:36][CH:37]=[CH:38][C:22]=3[C:21]2=[O:39])=[CH:41][CH:42]=1)=[O:10])[C:2]1[CH:3]=[CH:4][CH:5]=[CH:6][CH:7]=1. (8) Given the reactants [F:1][C:2]1[C:7]([O:8][CH3:9])=[CH:6][C:5]([F:10])=[C:4]([N+:11]([O-])=O)[C:3]=1[NH:14][C:15]1[CH:20]=[CH:19][C:18]([I:21])=[CH:17][C:16]=1[F:22].[O-]S(S([O-])=O)=O.[Na+].[Na+], predict the reaction product. The product is: [F:10][C:5]1[CH:6]=[C:7]([O:8][CH3:9])[C:2]([F:1])=[C:3]([NH:14][C:15]2[CH:20]=[CH:19][C:18]([I:21])=[CH:17][C:16]=2[F:22])[C:4]=1[NH2:11]. (9) Given the reactants C(O[C:6]([C:8]1[N:9]=[CH:10][C:11]2[C:16]([C:17]=1[OH:18])=[CH:15][CH:14]=[C:13]([O:19][C:20]1[CH:25]=[CH:24][C:23]([O:26][CH3:27])=[CH:22][CH:21]=1)[CH:12]=2)=[O:7])CCC.[NH2:28][C@H:29]([C:31]([OH:33])=[O:32])[CH3:30], predict the reaction product. The product is: [OH:18][C:17]1[C:16]2[C:11](=[CH:12][C:13]([O:19][C:20]3[CH:25]=[CH:24][C:23]([O:26][CH3:27])=[CH:22][CH:21]=3)=[CH:14][CH:15]=2)[CH:10]=[N:9][C:8]=1[C:6]([NH:28][C@@H:29]([CH3:30])[C:31]([OH:33])=[O:32])=[O:7]. (10) Given the reactants [C:1]([O:5][C:6]([N:8]1[CH2:13][CH2:12][N:11]([C:14]2[C:36]([F:37])=[CH:35][C:17]3[N:18]=[C:19]([C:21]4[C:25]([N+:26]([O-])=O)=[CH:24][N:23]([CH:29]5[CH2:34][CH2:33][CH2:32][CH2:31][O:30]5)[N:22]=4)[NH:20][C:16]=3[CH:15]=2)[CH2:10][CH2:9]1)=[O:7])([CH3:4])([CH3:3])[CH3:2].[H][H], predict the reaction product. The product is: [C:1]([O:5][C:6]([N:8]1[CH2:13][CH2:12][N:11]([C:14]2[C:36]([F:37])=[CH:35][C:17]3[N:18]=[C:19]([C:21]4[C:25]([NH2:26])=[CH:24][N:23]([CH:29]5[CH2:34][CH2:33][CH2:32][CH2:31][O:30]5)[N:22]=4)[NH:20][C:16]=3[CH:15]=2)[CH2:10][CH2:9]1)=[O:7])([CH3:4])([CH3:2])[CH3:3].